From a dataset of Reaction yield outcomes from USPTO patents with 853,638 reactions. Predict the reaction yield, written as a fraction of the theoretical maximum amount of product (1.0 means a 100% yield; for example, 0.34 means a 34% yield). The reactants are [CH3:1][O:2][C:3]1[CH:8]=[CH:7][CH:6]=[C:5]([O:9][CH3:10])[CH:4]=1.C([Li])CCC.[CH3:16][C:17](=[O:20])[CH2:18][CH3:19]. The catalyst is C(OCC)C. The product is [CH3:1][O:2][C:3]1[CH:8]=[CH:7][CH:6]=[C:5]([O:9][CH3:10])[C:4]=1[C:17]([OH:20])([CH2:18][CH3:19])[CH3:16]. The yield is 0.630.